This data is from Full USPTO retrosynthesis dataset with 1.9M reactions from patents (1976-2016). The task is: Predict the reactants needed to synthesize the given product. (1) Given the product [N:32]1[CH:33]=[CH:34][C:29]([CH2:28][NH:27][S:24]([C:21]2[CH:20]=[CH:19][C:18]([C:3]3[CH:4]=[CH:5][CH:6]=[CH:7][C:2]=3[Cl:1])=[CH:23][CH:22]=2)(=[O:26])=[O:25])=[CH:30][CH:31]=1, predict the reactants needed to synthesize it. The reactants are: [Cl:1][C:2]1[CH:7]=[CH:6][CH:5]=[CH:4][C:3]=1B(O)O.C([O-])([O-])=O.[Na+].[Na+].I[C:18]1[CH:23]=[CH:22][C:21]([S:24]([NH:27][CH2:28][C:29]2[CH:34]=[CH:33][N:32]=[CH:31][CH:30]=2)(=[O:26])=[O:25])=[CH:20][CH:19]=1. (2) Given the product [C:39]1([C:23]2[N:22]([CH2:21][C:18]3[CH:17]=[CH:16][C:15]([C:10]4[C:9]([S:6]([NH2:5])(=[O:8])=[O:7])=[CH:14][CH:13]=[CH:12][CH:11]=4)=[CH:20][CH:19]=3)[C:26]([C:27]3[CH:32]=[CH:31][CH:30]=[CH:29][CH:28]=3)=[C:25]([C:33]3[CH:34]=[CH:35][CH:36]=[CH:37][CH:38]=3)[N:24]=2)[CH:44]=[CH:43][CH:42]=[CH:41][CH:40]=1, predict the reactants needed to synthesize it. The reactants are: CN(C=[N:5][S:6]([C:9]1[C:10]([C:15]2[CH:20]=[CH:19][C:18]([CH2:21][N:22]3[C:26]([C:27]4[CH:32]=[CH:31][CH:30]=[CH:29][CH:28]=4)=[C:25]([C:33]4[CH:38]=[CH:37][CH:36]=[CH:35][CH:34]=4)[N:24]=[C:23]3[C:39]3[CH:44]=[CH:43][CH:42]=[CH:41][CH:40]=3)=[CH:17][CH:16]=2)=[CH:11][CH:12]=[CH:13][CH:14]=1)(=[O:8])=[O:7])C. (3) The reactants are: [F:1][C:2]1[CH:7]=[CH:6][C:5]([CH2:8][C:9]2[CH:18]=[C:17]3[C:12]([C:13]([OH:35])=[C:14]([C:30]([O:32]CC)=O)[C:15](=[O:29])[N:16]3[CH2:19][CH2:20][CH2:21][N:22]3[CH2:27][CH2:26][CH2:25][CH2:24][C:23]3=[O:28])=[N:11][CH:10]=2)=[CH:4][CH:3]=1.[CH3:36][NH2:37]. Given the product [F:1][C:2]1[CH:7]=[CH:6][C:5]([CH2:8][C:9]2[CH:18]=[C:17]3[C:12]([C:13]([OH:35])=[C:14]([C:30]([NH:37][CH3:36])=[O:32])[C:15](=[O:29])[N:16]3[CH2:19][CH2:20][CH2:21][N:22]3[CH2:27][CH2:26][CH2:25][CH2:24][C:23]3=[O:28])=[N:11][CH:10]=2)=[CH:4][CH:3]=1, predict the reactants needed to synthesize it. (4) Given the product [NH2:13][C:7]1([CH2:6][C:5]2[CH:4]=[CH:3][C:2]([Cl:1])=[CH:15][CH:14]=2)[CH2:8][CH2:9][N:10]([C:17]2[N:25]=[CH:24][N:23]=[C:22]3[C:18]=2[NH:19][C:20](=[O:26])[NH:21]3)[CH2:11][CH2:12]1, predict the reactants needed to synthesize it. The reactants are: [Cl:1][C:2]1[CH:15]=[CH:14][C:5]([CH2:6][C:7]2([NH2:13])[CH2:12][CH2:11][NH:10][CH2:9][CH2:8]2)=[CH:4][CH:3]=1.Cl[C:17]1[N:25]=[CH:24][N:23]=[C:22]2[C:18]=1[NH:19][C:20](=[O:26])[NH:21]2. (5) Given the product [Cl:9][C:10]1[N:15]=[C:14]([N:16]([CH3:8])[C:17]2[CH:18]=[CH:19][C:20]3[C:24]([CH:25]=2)=[N:23][N:22]([CH3:26])[C:21]=3[CH3:27])[CH:13]=[CH:12][N:11]=1, predict the reactants needed to synthesize it. The reactants are: C(=O)([O-])[O-].[Cs+].[Cs+].I[CH3:8].[Cl:9][C:10]1[N:15]=[C:14]([NH:16][C:17]2[CH:18]=[CH:19][C:20]3[C:24]([CH:25]=2)=[N:23][N:22]([CH3:26])[C:21]=3[CH3:27])[CH:13]=[CH:12][N:11]=1.O. (6) Given the product [NH2:18][C:16](=[O:17])[C@@H:15]([NH:22][C:4]1[N:3]=[C:2]([Cl:1])[N:7]=[C:6]([C:8]([NH2:10])=[O:9])[CH:5]=1)[CH3:14], predict the reactants needed to synthesize it. The reactants are: [Cl:1][C:2]1[N:7]=[C:6]([C:8]([NH2:10])=[O:9])[CH:5]=[C:4](Cl)[N:3]=1.Cl.N[C@@H:14](C)[CH2:15][C:16]([NH2:18])=[O:17].CC[N:22](C(C)C)C(C)C.